Dataset: Full USPTO retrosynthesis dataset with 1.9M reactions from patents (1976-2016). Task: Predict the reactants needed to synthesize the given product. Given the product [N:36]1([C:42]([NH:1][C:2]2([C:8]([O:10][CH2:11][C:12]3[CH:13]=[CH:14][CH:15]=[CH:16][CH:17]=3)=[O:9])[CH2:7][CH2:6][CH2:5][CH2:4][CH2:3]2)=[O:43])[CH2:41][CH2:40][O:39][CH2:38][CH2:37]1, predict the reactants needed to synthesize it. The reactants are: [NH2:1][C:2]1([C:8]([O:10][CH2:11][C:12]2[CH:17]=[CH:16][CH:15]=[CH:14][CH:13]=2)=[O:9])[CH2:7][CH2:6][CH2:5][CH2:4][CH2:3]1.CC1C=CC(S(O)(=O)=O)=CC=1.C(N(CC)CC)C.[N:36]1([C:42](Cl)=[O:43])[CH2:41][CH2:40][O:39][CH2:38][CH2:37]1.